Dataset: Reaction yield outcomes from USPTO patents with 853,638 reactions. Task: Predict the reaction yield, written as a fraction of the theoretical maximum amount of product (1.0 means a 100% yield; for example, 0.34 means a 34% yield). (1) The reactants are [CH2:1](Br)[C:2]1[CH:7]=[CH:6][CH:5]=[CH:4][CH:3]=1.C(=O)([O-])[O-].[K+].[K+].[CH3:15][O:16][C:17](=[O:29])[C:18]1[CH:23]=[C:22]([C:24](=[O:26])[CH3:25])[C:21]([OH:27])=[CH:20][C:19]=1[OH:28]. The catalyst is C(#N)C. The product is [C:24]([C:22]1[C:21]([O:27][CH2:1][C:2]2[CH:7]=[CH:6][CH:5]=[CH:4][CH:3]=2)=[CH:20][C:19]([O:28][CH2:1][C:2]2[CH:7]=[CH:6][CH:5]=[CH:4][CH:3]=2)=[C:18]([CH:23]=1)[C:17]([O:16][CH3:15])=[O:29])(=[O:26])[CH3:25]. The yield is 0.973. (2) The reactants are [C:1]([C:6]1[S:10][C:9]([C:11]2[CH:19]=[CH:18][C:14]([C:15]([OH:17])=O)=[CH:13][CH:12]=2)=[CH:8][CH:7]=1)(=[O:5])[CH:2]([CH3:4])[CH3:3].[Li].CCN=C=NCCCN(C)C.Cl.C1C=CC2N(O)N=NC=2C=1.CCN(C(C)C)C(C)C.[NH:52]1[CH2:56][CH2:55][CH2:54][C@H:53]1[CH2:57][N:58]1[CH2:62][CH2:61][CH2:60][CH2:59]1. The catalyst is CN(C=O)C.ClCCl. The product is [CH3:4][CH:2]([CH3:3])[C:1]([C:6]1[S:10][C:9]([C:11]2[CH:12]=[CH:13][C:14]([C:15]([N:52]3[CH2:56][CH2:55][CH2:54][C@H:53]3[CH2:57][N:58]3[CH2:62][CH2:61][CH2:60][CH2:59]3)=[O:17])=[CH:18][CH:19]=2)=[CH:8][CH:7]=1)=[O:5]. The yield is 0.710. (3) The catalyst is Cl.O. The yield is 0.220. The product is [Cl:14][C:2]1[CH:7]=[C:6]([CH3:8])[CH:5]=[C:4]([CH3:9])[N:3]=1. The reactants are N[C:2]1[CH:7]=[C:6]([CH3:8])[CH:5]=[C:4]([CH3:9])[N:3]=1.N([O-])=O.[Na+].[Cl-:14].[Na+].[OH-].[Na+].